Dataset: Full USPTO retrosynthesis dataset with 1.9M reactions from patents (1976-2016). Task: Predict the reactants needed to synthesize the given product. (1) Given the product [C:1]([N:4]([C:8]1[C:12]2[CH:13]=[C:14]([NH2:17])[CH:15]=[CH:16][C:11]=2[S:10][N:9]=1)[C:5](=[O:7])[CH3:6])(=[O:3])[CH3:2], predict the reactants needed to synthesize it. The reactants are: [C:1]([N:4]([C:8]1[C:12]2[CH:13]=[C:14]([N+:17]([O-])=O)[CH:15]=[CH:16][C:11]=2[S:10][N:9]=1)[C:5](=[O:7])[CH3:6])(=[O:3])[CH3:2].NC1C2C=C([N+]([O-])=O)C=CC=2SN=1.C(OC(=O)C)(=O)C.C(N(CC)CC)C. (2) The reactants are: [Cl:1][C:2]1[C:3]([N:13]2[CH2:18][CH2:17][NH:16][CH2:15][CH2:14]2)=[N:4][CH:5]=[C:6]([CH:12]=1)[C:7]([O:9][CH2:10][CH3:11])=[O:8].[CH3:19][C:20]1[CH:25]=[CH:24][C:23]([S:26]([N:29]=[C:30]=[O:31])(=[O:28])=[O:27])=[CH:22][CH:21]=1. Given the product [Cl:1][C:2]1[C:3]([N:13]2[CH2:18][CH2:17][N:16]([C:30]([NH:29][S:26]([C:23]3[CH:24]=[CH:25][C:20]([CH3:19])=[CH:21][CH:22]=3)(=[O:28])=[O:27])=[O:31])[CH2:15][CH2:14]2)=[N:4][CH:5]=[C:6]([CH:12]=1)[C:7]([O:9][CH2:10][CH3:11])=[O:8], predict the reactants needed to synthesize it. (3) Given the product [C:1]([O:5][C:6]([N:8]1[CH2:9][CH2:10][CH:11]([C:14]2[C:22]3[C:17](=[CH:18][CH:19]=[C:20]([C:23]#[N:24])[CH:21]=3)[NH:16][CH:15]=2)[CH2:12][CH2:13]1)=[O:7])([CH3:4])([CH3:2])[CH3:3], predict the reactants needed to synthesize it. The reactants are: [C:1]([O:5][C:6]([N:8]1[CH2:13][CH:12]=[C:11]([C:14]2[C:22]3[C:17](=[CH:18][CH:19]=[C:20]([C:23]#[N:24])[CH:21]=3)[NH:16][CH:15]=2)[CH2:10][CH2:9]1)=[O:7])([CH3:4])([CH3:3])[CH3:2]. (4) Given the product [CH3:23][C:19]1[N:18]=[C:17]([C:14]2[N:13]=[CH:12][C:11]3[CH:10]=[N:9][N:8]([C:6]4[N:7]=[C:2]([CH:30]5[C:25](=[O:24])[CH2:26][CH2:27][N:28]([C:31]([O:33][C:34]([CH3:37])([CH3:36])[CH3:35])=[O:32])[CH2:29]5)[CH:3]=[CH:4][CH:5]=4)[C:16]=3[CH:15]=2)[CH:22]=[N:21][CH:20]=1, predict the reactants needed to synthesize it. The reactants are: Br[C:2]1[N:7]=[C:6]([N:8]2[C:16]3[CH:15]=[C:14]([C:17]4[CH:22]=[N:21][CH:20]=[C:19]([CH3:23])[N:18]=4)[N:13]=[CH:12][C:11]=3[CH:10]=[N:9]2)[CH:5]=[CH:4][CH:3]=1.[O:24]=[C:25]1[CH2:30][CH2:29][N:28]([C:31]([O:33][C:34]([CH3:37])([CH3:36])[CH3:35])=[O:32])[CH2:27][CH2:26]1.CC(C)([O-])C.[Na+].O1CCCC1.C(P(C(C)(C)C)C(C)(C)C)(C)(C)C. (5) Given the product [Cl:1][C:2]1[C:10]([C:11]([F:14])([F:13])[F:12])=[CH:9][C:5]([C:6]#[N:8])=[C:4]([O:15][CH2:16][CH2:17][O:18][CH:19]([CH3:21])[CH3:20])[N:3]=1, predict the reactants needed to synthesize it. The reactants are: [Cl:1][C:2]1[C:10]([C:11]([F:14])([F:13])[F:12])=[CH:9][C:5]([C:6]([NH2:8])=O)=[C:4]([O:15][CH2:16][CH2:17][O:18][CH:19]([CH3:21])[CH3:20])[N:3]=1.O=P(Cl)(Cl)Cl.N1C=CC=CC=1.[OH-].[Na+]. (6) Given the product [C:1]([O:5][C:6](=[O:17])[CH2:7][C@H:8]([NH:16][S:52]([C:44]1[CH:45]=[CH:46][C:47]([N+:49]([O-:51])=[O:50])=[CH:48][C:43]=1[O:42][CH2:35][C:36]1[CH:37]=[CH:38][CH:39]=[CH:40][CH:41]=1)(=[O:53])=[O:54])[CH:9]([O:13][CH2:14][CH3:15])[O:10][CH2:11][CH3:12])([CH3:2])([CH3:4])[CH3:3], predict the reactants needed to synthesize it. The reactants are: [C:1]([O:5][C:6](=[O:17])[CH2:7][CH:8]([NH2:16])[CH:9]([O:13][CH2:14][CH3:15])[O:10][CH2:11][CH3:12])([CH3:4])([CH3:3])[CH3:2].C(N1CCOCC1)C.CN(C)N1C=CC=CC1.[CH2:35]([O:42][C:43]1[CH:48]=[C:47]([N+:49]([O-:51])=[O:50])[CH:46]=[CH:45][C:44]=1[S:52](Cl)(=[O:54])=[O:53])[C:36]1[CH:41]=[CH:40][CH:39]=[CH:38][CH:37]=1.